From a dataset of Reaction yield outcomes from USPTO patents with 853,638 reactions. Predict the reaction yield, written as a fraction of the theoretical maximum amount of product (1.0 means a 100% yield; for example, 0.34 means a 34% yield). The reactants are [CH2:1]([C:4]1[C:8]([CH2:9][CH2:10][CH2:11][OH:12])=[CH:7][N:6]([C:13]2[CH:18]=[CH:17][C:16]([C:19]([F:22])([F:21])[F:20])=[CH:15][N:14]=2)[N:5]=1)[CH2:2][CH3:3].O[C:24]1[CH:29]=[CH:28][CH:27]=[CH:26][C:25]=1[CH2:30][CH2:31][C:32]([O:34]C)=[O:33].C(P(CCCC)CCCC)CCC.N(C(N1CCCCC1)=O)=NC(N1CCCCC1)=O. The catalyst is O1CCCC1. The product is [CH2:1]([C:4]1[C:8]([CH2:9][CH2:10][CH2:11][O:12][C:24]2[CH:29]=[CH:28][CH:27]=[CH:26][C:25]=2[CH2:30][CH2:31][C:32]([OH:34])=[O:33])=[CH:7][N:6]([C:13]2[CH:18]=[CH:17][C:16]([C:19]([F:21])([F:20])[F:22])=[CH:15][N:14]=2)[N:5]=1)[CH2:2][CH3:3]. The yield is 0.570.